Dataset: Forward reaction prediction with 1.9M reactions from USPTO patents (1976-2016). Task: Predict the product of the given reaction. (1) Given the reactants [NH2:1][C:2]1[CH:7]=[CH:6][C:5]([CH2:8][CH2:9][CH2:10][C:11]([OH:13])=[O:12])=[CH:4][CH:3]=1.S(=O)(=O)(O)O.[NH4+].[OH-].[CH3:21]O, predict the reaction product. The product is: [NH2:1][C:2]1[CH:3]=[CH:4][C:5]([CH2:8][CH2:9][CH2:10][C:11]([O:13][CH3:21])=[O:12])=[CH:6][CH:7]=1. (2) Given the reactants [Br:1][C:2]1[C:3]([F:18])=[CH:4][C:5]([OH:17])=[C:6]([CH:16]=1)/[CH:7]=[C:8]1/[C:9](=[O:15])[N:10]=[C:11](SC)[S:12]/1.Cl.Cl.[NH:21]1[CH2:26][CH2:25][CH2:24][CH2:23][NH:22]1.C(N(CC)CC)C, predict the reaction product. The product is: [Br:1][C:2]1[C:3]([F:18])=[CH:4][C:5]([OH:17])=[C:6](/[CH:7]=[C:8]2/[C:9](=[O:15])[N:10]=[C:11]([N:21]3[CH2:26][CH2:25][CH2:24][CH2:23][NH:22]3)[S:12]/2)[CH:16]=1.